Dataset: Forward reaction prediction with 1.9M reactions from USPTO patents (1976-2016). Task: Predict the product of the given reaction. (1) The product is: [N+:3]([C:6]1[CH:10]=[N:9][N:8]([CH2:11][C:12]2[O:16][C:15]([CH:17]=[O:18])=[CH:14][CH:13]=2)[N:7]=1)([O-:5])=[O:4]. Given the reactants N#N.[N+:3]([C:6]1[CH:10]=[N:9][N:8]([CH2:11][C:12]2[O:16][C:15]([CH2:17][OH:18])=[CH:14][CH:13]=2)[N:7]=1)([O-:5])=[O:4], predict the reaction product. (2) Given the reactants [CH2:1]([N:8]1[CH2:12][C@H:11]([CH2:13][C:14]2[CH:19]=[CH:18][CH:17]=[CH:16][CH:15]=2)[C@@H:10]([CH2:20][N:21]([C:28]2[CH:33]=[CH:32][CH:31]=[C:30]([O:34]C)[CH:29]=2)[C:22]2[CH:27]=[CH:26][CH:25]=[CH:24][CH:23]=2)[CH2:9]1)[C:2]1[CH:7]=[CH:6][CH:5]=[CH:4][CH:3]=1.C(N1C[C@H](CC2C=CC=CC=2)[C@@H](C(O)=O)C1)C1C=CC=CC=1, predict the reaction product. The product is: [CH2:1]([N:8]1[CH2:12][C@H:11]([CH2:13][C:14]2[CH:19]=[CH:18][CH:17]=[CH:16][CH:15]=2)[C@@H:10]([CH2:20][N:21]([C:22]2[CH:23]=[CH:24][CH:25]=[CH:26][CH:27]=2)[C:28]2[CH:29]=[C:30]([OH:34])[CH:31]=[CH:32][CH:33]=2)[CH2:9]1)[C:2]1[CH:7]=[CH:6][CH:5]=[CH:4][CH:3]=1. (3) Given the reactants [CH3:1][O:2][C:3](=[O:48])[C:4]1[CH:9]=[C:8]([N:10]2[CH:14]=[C:13]([C:15]3[CH:20]=[CH:19][C:18]([Cl:21])=[CH:17][C:16]=3[Cl:22])[N:12]=[C:11]2[CH2:23][C:24]2[CH:29]=[CH:28][C:27]([C:30]3[CH:35]=[CH:34][C:33]([O:36][C:37]4[CH:42]=[CH:41][C:40]([NH2:43])=[CH:39][CH:38]=4)=[CH:32][CH:31]=3)=[CH:26][CH:25]=2)[CH:7]=[CH:6][C:5]=1[C:44]([F:47])([F:46])[F:45].[CH2:49]([S:53](Cl)(=[O:55])=[O:54])[CH:50]([CH3:52])[CH3:51], predict the reaction product. The product is: [CH3:1][O:2][C:3](=[O:48])[C:4]1[CH:9]=[C:8]([N:10]2[CH:14]=[C:13]([C:15]3[CH:20]=[CH:19][C:18]([Cl:21])=[CH:17][C:16]=3[Cl:22])[N:12]=[C:11]2[CH2:23][C:24]2[CH:25]=[CH:26][C:27]([C:30]3[CH:35]=[CH:34][C:33]([O:36][C:37]4[CH:42]=[CH:41][C:40]([NH:43][S:53]([CH2:49][CH:50]([CH3:52])[CH3:51])(=[O:55])=[O:54])=[CH:39][CH:38]=4)=[CH:32][CH:31]=3)=[CH:28][CH:29]=2)[CH:7]=[CH:6][C:5]=1[C:44]([F:45])([F:47])[F:46]. (4) Given the reactants Br[C:2]1[C:10]2[N:9]=[CH:8][NH:7][C:6]=2[CH:5]=[CH:4][CH:3]=1.O.O.[I-:13].[Na+].CNCCNC, predict the reaction product. The product is: [I:13][C:2]1[C:10]2[N:9]=[CH:8][NH:7][C:6]=2[CH:5]=[CH:4][CH:3]=1.